This data is from Full USPTO retrosynthesis dataset with 1.9M reactions from patents (1976-2016). The task is: Predict the reactants needed to synthesize the given product. (1) Given the product [Cl:29][C:30]1[CH:35]=[C:34]([I:36])[CH:33]=[CH:32][C:31]=1[C:60]1[NH:61][C:57]([C@@H:48]([N:44]2[C:43](=[O:71])[C@@H:42]([C:2]3[CH:3]=[CH:4][C:5]([O:94][CH2:80][CH2:81][OH:83])=[CH:6][CH:7]=3)[NH:46][C:45]2=[O:47])[CH2:49][CH:51]([CH3:56])[CH3:52])=[N:58][CH:59]=1, predict the reactants needed to synthesize it. The reactants are: I[C:2]1[CH:7]=[CH:6][C:5](C2NC([C@@H](N3C(=O)[C@@H](CCC(O)=O)NC3=O)C(C)C)=NC=2)=[CH:4][CH:3]=1.[Cl:29][C:30]1[CH:35]=[C:34]([I:36])[CH:33]=[CH:32][C:31]=1I.C1(C[C@H:42]2[NH:46][C:45](=[O:47])[N:44]([C@H:48]([C:57]3[NH:58][C:59](C4C=CC(I)=CC=4F)=[C:60](C)[N:61]=3)[C@H:49]([C:51]3[CH:56]=CC=C[CH:52]=3)C)[C:43]2=[O:71])CC1.C(OC(N[C@@H:80](CC(C)C)[C:81]([OH:83])=O)=O)(C)(C)C.ClN1C(=[O:94])CCC1=O. (2) Given the product [CH3:29][O:24][C:23](=[O:25])[C:22]1[CH:26]=[CH:27][CH:28]=[C:20]([CH2:19][NH:18][C:16]([O:15][CH2:14][CH:12]2[C:13]3[CH:1]=[CH:2][CH:3]=[CH:4][C:5]=3[C:6]3[C:11]2=[CH:10][CH:9]=[CH:8][CH:7]=3)=[O:17])[CH:21]=1, predict the reactants needed to synthesize it. The reactants are: [CH:1]1[C:13]2[CH:12]([CH2:14][O:15][C:16]([NH:18][CH2:19][C:20]3[CH:21]=[C:22]([CH:26]=[CH:27][CH:28]=3)[C:23]([OH:25])=[O:24])=[O:17])[C:11]3[C:6](=[CH:7][CH:8]=[CH:9][CH:10]=3)[C:5]=2[CH:4]=[CH:3][CH:2]=1.[CH3:29]O.